Dataset: Full USPTO retrosynthesis dataset with 1.9M reactions from patents (1976-2016). Task: Predict the reactants needed to synthesize the given product. (1) Given the product [Cl:17][C:16]1[C:11]([N:5]2[CH:6]=[CH:7][C:3]([C:2]([F:9])([F:8])[F:1])=[N:4]2)=[N:12][CH:13]=[CH:14][CH:15]=1, predict the reactants needed to synthesize it. The reactants are: [F:1][C:2]([F:9])([F:8])[C:3]1[CH:7]=[CH:6][NH:5][N:4]=1.Cl[C:11]1[C:16]([Cl:17])=[CH:15][CH:14]=[CH:13][N:12]=1.C(=O)([O-])[O-].[K+].[K+]. (2) Given the product [CH3:29][S:39]([C:3]1[CH:27]=[CH:26][C:6]([CH2:7][C:8]2[N:12]=[C:11]([CH:13]3[CH2:18][CH2:17][N:16]([C:19]([O:21][C:22]([CH3:24])([CH3:23])[CH3:25])=[O:20])[CH2:15][CH2:14]3)[O:10][N:9]=2)=[CH:5][CH:4]=1)(=[O:42])=[O:40], predict the reactants needed to synthesize it. The reactants are: CS[C:3]1[CH:27]=[CH:26][C:6]([CH2:7][C:8]2[N:12]=[C:11]([CH:13]3[CH2:18][CH2:17][N:16]([C:19]([O:21][C:22]([CH3:25])([CH3:24])[CH3:23])=[O:20])[CH2:15][CH2:14]3)[O:10][N:9]=2)=[CH:5][CH:4]=1.Cl[C:29]1C=CC=C(C(OO)=O)C=1.[S:39](S([O-])=O)([O-:42])(=O)=[O:40].[Na+].[Na+].